This data is from Antibody developability classification from SAbDab with 2,409 antibodies. The task is: Regression/Classification. Given an antibody's heavy chain and light chain sequences, predict its developability. TAP uses regression for 5 developability metrics; SAbDab uses binary classification. (1) The antibody is ['QVQLVQSGAEVKKPGSSVKVSCKASGYTFTSYRMHWVRQAPGQGLEWIGYINPSTGYTEYNQKFKDKATITADESTNTAYMELSSLRSEDTAVYYCARGGGVFDYWGQGTLVTVSS', 'DIQMTQSPSTLSASVGDRVTITCSASSSISYMHWYQQKPGKAPKLLIYTTSNLASGVPARFSGSGSGTEFTLTISSLQPDDFATYYCHQRSTYPLTFGQGTKVEVK']. Result: 1 (developable). (2) The antibody is ['QVRLVQSGGQVKKPGASVTVSCEADGYDFPDYYIHWVRQAPGRGPEWLGLIKVGHGGAAIYAPNLRGRVSMTRDIHTTTAYMTLQRLTLDDTATYYCSRDNFGTRPVPGRGYYYGMDVWGQGTTIIVSS', 'EIVLTQSPGVLSLSPGERASLSCRASHGLDTSHLAWFQHKPGQPPRLLIYGTSSRPPGIPDRFRGSGSGTDFTLTITKLEPEDFAVYYCQNSGGGTPLIFGPGTKVNIK']. Result: 0 (not developable).